From a dataset of Catalyst prediction with 721,799 reactions and 888 catalyst types from USPTO. Predict which catalyst facilitates the given reaction. (1) Reactant: C(=O)([O-])O.[Na+].[Cl:6][C:7]1[CH:30]=[CH:29][C:10]([O:11][C:12]2[CH:19]=[CH:18][C:15]([C:16]#[N:17])=[CH:14][C:13]=2B2OC(C)(C)C(C)(C)O2)=[CH:9][CH:8]=1.Br[C:32]1[C:37]([O:38][CH3:39])=[CH:36][CH:35]=[CH:34][N:33]=1. Product: [Cl:6][C:7]1[CH:8]=[CH:9][C:10]([O:11][C:12]2[CH:19]=[CH:18][C:15]([C:16]#[N:17])=[CH:14][C:13]=2[C:32]2[C:37]([O:38][CH3:39])=[CH:36][CH:35]=[CH:34][N:33]=2)=[CH:29][CH:30]=1. The catalyst class is: 70. (2) Reactant: CC1C=CC(C([O:8][C@H:9]2[C:13]([Cl:15])([Cl:14])[C@H:12]([N:16]3[CH:21]=[CH:20][C:19](=[O:22])[NH:18][C:17]3=[O:23])[O:11][C@@H:10]2[CH2:24][O:25]C(=O)C2C=CC(C)=CC=2)=O)=CC=1. Product: [Cl:15][C:13]1([Cl:14])[C@H:9]([OH:8])[C@@H:10]([CH2:24][OH:25])[O:11][C@H:12]1[N:16]1[CH:21]=[CH:20][C:19](=[O:22])[NH:18][C:17]1=[O:23]. The catalyst class is: 547. (3) Reactant: [F:1][C:2]([F:15])([F:14])[CH:3]1[C:12]2[C:7](=[CH:8][CH:9]=[CH:10][CH:11]=2)[NH:6][C:5](=O)[CH2:4]1.CSC.B. Product: [F:15][C:2]([F:1])([F:14])[CH:3]1[C:12]2[C:7](=[CH:8][CH:9]=[CH:10][CH:11]=2)[NH:6][CH2:5][CH2:4]1. The catalyst class is: 1. (4) Reactant: [NH2:1][C:2]1[C:9]([O:10][CH3:11])=[CH:8][C:7]([Br:12])=[C:6]([C:13]([F:16])([F:15])[F:14])[C:3]=1[C:4]#[N:5].C(=O)(O)[O-:18].[Na+].C(OCC)(=O)C.O.ClCCl.CO. Product: [NH2:1][C:2]1[C:9]([O:10][CH3:11])=[CH:8][C:7]([Br:12])=[C:6]([C:13]([F:16])([F:14])[F:15])[C:3]=1[C:4]([NH2:5])=[O:18]. The catalyst class is: 65. (5) Reactant: IC1C2C(=NC=NC=2N)N(C2CCC(N3CCN(C)CC3)CC2)N=1.CC1(C)C(C)(C)OB(C2C=CC([NH:39][C:40]3[O:41][C:42]4[CH:48]=[CH:47][C:46]([O:49][C:50]([F:53])([F:52])[F:51])=[CH:45][C:43]=4[N:44]=3)=CC=2)O1.C(=O)([O-])[O-].[Na+].[Na+]. Product: [F:53][C:50]([F:51])([F:52])[O:49][C:46]1[CH:47]=[CH:48][C:42]2[O:41][C:40]([NH2:39])=[N:44][C:43]=2[CH:45]=1. The catalyst class is: 108.